From a dataset of Catalyst prediction with 721,799 reactions and 888 catalyst types from USPTO. Predict which catalyst facilitates the given reaction. (1) Reactant: [C:1]([O:5][C:6](=[O:16])[NH:7][C:8]1[CH:13]=[CH:12][C:11]([NH2:14])=[C:10]([Cl:15])[CH:9]=1)([CH3:4])([CH3:3])[CH3:2].[N:17]1([CH2:23][CH2:24][OH:25])[CH2:22][CH2:21][CH2:20][CH2:19][CH2:18]1.[O:26]1CCC[CH2:27]1.O. Product: [N:17]1([CH2:23][CH2:24][O:25][C:27](=[O:26])[NH:14][C:11]2[CH:12]=[CH:13][C:8]([NH:7][C:6]([O:5][C:1]([CH3:4])([CH3:2])[CH3:3])=[O:16])=[CH:9][C:10]=2[Cl:15])[CH2:22][CH2:21][CH2:20][CH2:19][CH2:18]1. The catalyst class is: 4. (2) Reactant: [CH:1]1[C:6]([OH:7])=[CH:5][CH:4]=[C:3]([CH3:8])[CH:2]=1.C([O-])([O-])=O.[Cs+].[Cs+].Br[CH2:16][C:17]([O:19][CH3:20])=[O:18]. Product: [C:3]1([CH3:8])[CH:4]=[CH:5][C:6]([O:7][CH2:16][C:17]([O:19][CH3:20])=[O:18])=[CH:1][CH:2]=1. The catalyst class is: 3. (3) Reactant: [H-].[Na+].[Cl:3][C:4]1[C:5]2[CH:12]=[CH:11][NH:10][C:6]=2[N:7]=[CH:8][N:9]=1.[CH:13]([Si:16](Cl)([CH:20]([CH3:22])[CH3:21])[CH:17]([CH3:19])[CH3:18])([CH3:15])[CH3:14]. Product: [Cl:3][C:4]1[C:5]2[CH:12]=[CH:11][N:10]([Si:16]([CH:20]([CH3:22])[CH3:21])([CH:17]([CH3:19])[CH3:18])[CH:13]([CH3:15])[CH3:14])[C:6]=2[N:7]=[CH:8][N:9]=1. The catalyst class is: 7. (4) Reactant: C[Si](C)(C)[N-][Si](C)(C)C.[Li+].[CH2:11]([CH:13]([CH:17]1[CH2:21][CH2:20][CH2:19][C:18]1([F:23])[F:22])[C:14]([O-:16])=[O:15])[CH3:12].BrC1C=[CH:29][C:28]([Cl:31])=[CH:27][CH:26]=1.[CH:32]1(P(C2CCCCC2)C2C=CC=CC=2C2C=CC=CC=2N(C)C)CCCC[CH2:33]1. Product: [CH2:32]([O:15][C:14](=[O:16])[CH:13]([C:11]1[CH:26]=[CH:27][C:28]([Cl:31])=[CH:29][CH:12]=1)[CH:17]1[CH2:21][CH2:20][CH2:19][C:18]1([F:22])[F:23])[CH3:33]. The catalyst class is: 493. (5) Reactant: Cl[C:2]1[CH:7]=[CH:6][C:5]([N+:8]([O-:10])=[O:9])=[CH:4][N:3]=1.[NH:11]1[CH2:16][CH2:15][O:14][CH2:13][CH2:12]1. Product: [N+:8]([C:5]1[CH:6]=[CH:7][C:2]([N:11]2[CH2:16][CH2:15][O:14][CH2:13][CH2:12]2)=[N:3][CH:4]=1)([O-:10])=[O:9]. The catalyst class is: 2. (6) Reactant: [SH2:1].[CH3:2][O:3][C:4](=[O:31])[CH2:5][N:6]1[C:14]2[C:9](=[CH:10][C:11]([O:15][CH2:16][CH2:17][CH2:18][O:19][C:20]3[CH:25]=[CH:24][C:23]([C:26]#[N:27])=[CH:22][C:21]=3[CH2:28][CH2:29][CH3:30])=[CH:12][CH:13]=2)[CH:8]=[CH:7]1.C(NCC)C. Product: [CH3:2][O:3][C:4](=[O:31])[CH2:5][N:6]1[C:14]2[C:9](=[CH:10][C:11]([O:15][CH2:16][CH2:17][CH2:18][O:19][C:20]3[CH:25]=[CH:24][C:23]([C:26]([NH2:27])=[S:1])=[CH:22][C:21]=3[CH2:28][CH2:29][CH3:30])=[CH:12][CH:13]=2)[CH:8]=[CH:7]1. The catalyst class is: 3. (7) Product: [C:1]([C:5]1[CH:9]=[C:8]([NH:10][C:11]([NH:13][C@@H:14]2[C:23]3[C:18](=[CH:19][CH:20]=[CH:21][CH:22]=3)[C@H:17]([O:24][C:25]3[CH:26]=[CH:27][C:28]4[N:29]([C:31]([C:34]5[C:39]([Cl:40])=[CH:38][CH:37]=[CH:36][C:35]=5[Cl:41])=[N:32][N:33]=4)[CH:30]=3)[CH2:16][CH2:15]2)=[O:12])[N:7]([C:42]2[CH:43]=[N:44][N:45]([CH2:47][CH2:48][O:49][S:51]([CH3:50])(=[O:53])=[O:52])[CH:46]=2)[N:6]=1)([CH3:4])([CH3:2])[CH3:3]. The catalyst class is: 2. Reactant: [C:1]([C:5]1[CH:9]=[C:8]([NH:10][C:11]([NH:13][C@@H:14]2[C:23]3[C:18](=[CH:19][CH:20]=[CH:21][CH:22]=3)[C@H:17]([O:24][C:25]3[CH:26]=[CH:27][C:28]4[N:29]([C:31]([C:34]5[C:39]([Cl:40])=[CH:38][CH:37]=[CH:36][C:35]=5[Cl:41])=[N:32][N:33]=4)[CH:30]=3)[CH2:16][CH2:15]2)=[O:12])[N:7]([C:42]2[CH:43]=[N:44][N:45]([CH2:47][CH2:48][OH:49])[CH:46]=2)[N:6]=1)([CH3:4])([CH3:3])[CH3:2].[CH3:50][S:51](Cl)(=[O:53])=[O:52].CCN(C(C)C)C(C)C. (8) Reactant: [CH2:1]([N:8]1[CH2:13][CH2:12][C@@H:11]([CH3:14])[C@@H:10]([N:15]([CH3:33])[C:16]2[CH:21]=[CH:20][N:19]=[C:18]3[N:22](COCC[Si](C)(C)C)[CH:23]=[CH:24][C:17]=23)[CH2:9]1)[C:2]1[CH:7]=[CH:6][CH:5]=[CH:4][CH:3]=1.FC(F)(F)C(O)=O.C(Cl)Cl.CO.[OH-].[Na+]. Product: [CH2:1]([N:8]1[CH2:13][CH2:12][C@@H:11]([CH3:14])[C@@H:10]([N:15]([CH3:33])[C:16]2[CH:21]=[CH:20][N:19]=[C:18]3[NH:22][CH:23]=[CH:24][C:17]=23)[CH2:9]1)[C:2]1[CH:3]=[CH:4][CH:5]=[CH:6][CH:7]=1. The catalyst class is: 6. (9) Reactant: S1[CH2:6][CH:5]=[C:4]([C:7]2[CH:8]=[C:9]([C:13]3[CH:14]=[C:15]4[C:20](=[N:21][CH:22]=3)[N:19]([C:23]([NH2:25])=[O:24])[CH2:18][CH2:17][CH2:16]4)[CH:10]=[N:11][CH:12]=2)[CH2:3][CH2:2]1.O[O:27][S:28]([O-:30])=O.[K+]. Product: [O:27]=[S:28]1(=[O:30])[CH2:2][CH:3]=[C:4]([C:7]2[CH:8]=[C:9]([C:13]3[CH:14]=[C:15]4[C:20](=[N:21][CH:22]=3)[N:19]([C:23]([NH2:25])=[O:24])[CH2:18][CH2:17][CH2:16]4)[CH:10]=[N:11][CH:12]=2)[CH2:5][CH2:6]1. The catalyst class is: 38.